From a dataset of Full USPTO retrosynthesis dataset with 1.9M reactions from patents (1976-2016). Predict the reactants needed to synthesize the given product. (1) Given the product [CH:18]([N:16]1[C:15](=[O:21])[CH:14]=[CH:13][C:12]([CH:3]([NH:2][C:30](=[O:29])[CH2:31][NH:32][C:33](=[O:39])[O:34][C:35]([CH3:36])([CH3:37])[CH3:38])[C:4](=[O:11])[C:5]2[CH:6]=[CH:7][CH:8]=[CH:9][CH:10]=2)=[N:17]1)([CH3:19])[CH3:20], predict the reactants needed to synthesize it. The reactants are: Cl.[NH2:2][CH:3]([C:12]1[CH:13]=[CH:14][C:15](=[O:21])[N:16]([CH:18]([CH3:20])[CH3:19])[N:17]=1)[C:4](=[O:11])[C:5]1[CH:10]=[CH:9][CH:8]=[CH:7][CH:6]=1.O=C1CCC(=O)N1[O:29][C:30](=O)[CH2:31][NH:32][C:33](=[O:39])[O:34][C:35]([CH3:38])([CH3:37])[CH3:36].C(N(C(C)C)C(C)C)C. (2) Given the product [C:3]([C@H:2]([O:1][S:16]([CH3:15])(=[O:18])=[O:17])[CH2:6][CH3:7])(=[O:4])[NH2:5], predict the reactants needed to synthesize it. The reactants are: [OH:1][C@H:2]([CH2:6][CH3:7])[C:3]([NH2:5])=[O:4].C(N(CC)CC)C.[CH3:15][S:16](Cl)(=[O:18])=[O:17]. (3) Given the product [O:22]1[CH2:20][C@@H:21]1[CH2:23][N:36]1[C:25](=[O:35])[C:26]2[C:27](=[CH:31][CH:32]=[CH:33][CH:34]=2)[C:28]1=[O:29], predict the reactants needed to synthesize it. The reactants are: C1(P(C2C=CC=CC=2)C2C=CC=CC=2)C=CC=CC=1.[CH2:20]1[O:22][C@@H:21]1[CH2:23]O.[C:25]([NH2:36])(=[O:35])[C:26]1[C:27](=[CH:31][CH:32]=[CH:33][CH:34]=1)[C:28](N)=[O:29].CCOC(/N=N/C(OCC)=O)=O. (4) Given the product [CH3:19][C:14]1([CH3:20])[C:15]([CH3:18])([CH3:17])[O:16][B:12]([C:2]2[CH:3]=[C:4]3[O:10][C:9](=[O:11])[NH:8][C:5]3=[N:6][CH:7]=2)[O:13]1, predict the reactants needed to synthesize it. The reactants are: Br[C:2]1[CH:3]=[C:4]2[O:10][C:9](=[O:11])[NH:8][C:5]2=[N:6][CH:7]=1.[B:12]1([B:12]2[O:16][C:15]([CH3:18])([CH3:17])[C:14]([CH3:20])([CH3:19])[O:13]2)[O:16][C:15]([CH3:18])([CH3:17])[C:14]([CH3:20])([CH3:19])[O:13]1.C(Cl)Cl.CC([O-])=O.[K+].